From a dataset of NCI-60 drug combinations with 297,098 pairs across 59 cell lines. Regression. Given two drug SMILES strings and cell line genomic features, predict the synergy score measuring deviation from expected non-interaction effect. (1) Drug 1: C1=C(C(=O)NC(=O)N1)N(CCCl)CCCl. Drug 2: CN(C)C1=NC(=NC(=N1)N(C)C)N(C)C. Cell line: HCC-2998. Synergy scores: CSS=-3.02, Synergy_ZIP=-2.34, Synergy_Bliss=-5.48, Synergy_Loewe=-18.2, Synergy_HSA=-9.79. (2) Drug 1: CC1=C2C(C(=O)C3(C(CC4C(C3C(C(C2(C)C)(CC1OC(=O)C(C(C5=CC=CC=C5)NC(=O)OC(C)(C)C)O)O)OC(=O)C6=CC=CC=C6)(CO4)OC(=O)C)OC)C)OC. Drug 2: C(CC(=O)O)C(=O)CN.Cl. Cell line: OVCAR-8. Synergy scores: CSS=71.5, Synergy_ZIP=9.56, Synergy_Bliss=8.40, Synergy_Loewe=-19.6, Synergy_HSA=7.63. (3) Drug 1: CC12CCC3C(C1CCC2O)C(CC4=C3C=CC(=C4)O)CCCCCCCCCS(=O)CCCC(C(F)(F)F)(F)F. Drug 2: CNC(=O)C1=NC=CC(=C1)OC2=CC=C(C=C2)NC(=O)NC3=CC(=C(C=C3)Cl)C(F)(F)F. Cell line: MDA-MB-435. Synergy scores: CSS=-3.87, Synergy_ZIP=5.21, Synergy_Bliss=5.78, Synergy_Loewe=-0.690, Synergy_HSA=-0.852. (4) Drug 1: C1=NC2=C(N1)C(=S)N=CN2. Drug 2: C1C(C(OC1N2C=NC3=C2NC=NCC3O)CO)O. Cell line: EKVX. Synergy scores: CSS=-0.870, Synergy_ZIP=-1.24, Synergy_Bliss=-2.46, Synergy_Loewe=-3.75, Synergy_HSA=-2.43. (5) Drug 1: C1=NC(=NC(=O)N1C2C(C(C(O2)CO)O)O)N. Drug 2: C(CN)CNCCSP(=O)(O)O. Cell line: SW-620. Synergy scores: CSS=36.4, Synergy_ZIP=7.11, Synergy_Bliss=8.91, Synergy_Loewe=-46.8, Synergy_HSA=4.80. (6) Drug 1: CCCS(=O)(=O)NC1=C(C(=C(C=C1)F)C(=O)C2=CNC3=C2C=C(C=N3)C4=CC=C(C=C4)Cl)F. Drug 2: CCCS(=O)(=O)NC1=C(C(=C(C=C1)F)C(=O)C2=CNC3=C2C=C(C=N3)C4=CC=C(C=C4)Cl)F. Cell line: UO-31. Synergy scores: CSS=14.7, Synergy_ZIP=1.67, Synergy_Bliss=5.09, Synergy_Loewe=5.87, Synergy_HSA=5.97. (7) Drug 1: COC1=CC(=CC(=C1O)OC)C2C3C(COC3=O)C(C4=CC5=C(C=C24)OCO5)OC6C(C(C7C(O6)COC(O7)C8=CC=CS8)O)O. Drug 2: CC(C1=C(C=CC(=C1Cl)F)Cl)OC2=C(N=CC(=C2)C3=CN(N=C3)C4CCNCC4)N. Cell line: RXF 393. Synergy scores: CSS=12.5, Synergy_ZIP=-6.87, Synergy_Bliss=-5.33, Synergy_Loewe=-11.8, Synergy_HSA=-4.03.